This data is from Full USPTO retrosynthesis dataset with 1.9M reactions from patents (1976-2016). The task is: Predict the reactants needed to synthesize the given product. (1) Given the product [O:3]=[C:1]1[NH:2][C:10]([C:11]([O:13][CH2:14][CH3:15])=[O:12])=[N:9][C:5]2[S:6][CH:7]=[CH:8][C:4]1=2, predict the reactants needed to synthesize it. The reactants are: [C:1]([C:4]1[CH:8]=[CH:7][S:6][C:5]=1[NH:9][C:10](=O)[C:11]([O:13][CH2:14][CH3:15])=[O:12])(=[O:3])[NH2:2].C[Si](Cl)(C)C.CCOC(C)=O. (2) Given the product [NH2:38][C:15]1[N:14]=[C:13]([C:12]2[S:11][C:10]([CH:20]3[CH2:25][CH2:24][O:23][CH2:22][CH2:21]3)=[N:9][C:8]=2[C:7]2[C:2]([Cl:1])=[C:3]([NH:26][S:27]([C:30]3[C:31]([F:37])=[CH:32][CH:33]=[CH:34][C:35]=3[F:36])(=[O:29])=[O:28])[CH:4]=[CH:5][CH:6]=2)[CH:18]=[CH:17][N:16]=1, predict the reactants needed to synthesize it. The reactants are: [Cl:1][C:2]1[C:7]([C:8]2[N:9]=[C:10]([CH:20]3[CH2:25][CH2:24][O:23][CH2:22][CH2:21]3)[S:11][C:12]=2[C:13]2[CH:18]=[CH:17][N:16]=[C:15](Cl)[N:14]=2)=[CH:6][CH:5]=[CH:4][C:3]=1[NH:26][S:27]([C:30]1[C:35]([F:36])=[CH:34][CH:33]=[CH:32][C:31]=1[F:37])(=[O:29])=[O:28].[NH3:38].CO. (3) The reactants are: [F:1][C:2]1[CH:3]=[C:4]([N:9]2[CH2:13][CH2:12][C@@H:11](O)[C:10]2=[O:15])[CH:5]=[C:6]([F:8])[CH:7]=1.CCN(C(C)C)C(C)C.[Cl:25][C:26]1[CH:27]=[C:28]([CH:33]2[CH2:37][CH2:36][NH:35][CH2:34]2)[CH:29]=[C:30]([Cl:32])[CH:31]=1.O. Given the product [Cl:25][C:26]1[CH:27]=[C:28]([CH:33]2[CH2:37][CH2:36][N:35]([C@H:11]3[CH2:12][CH2:13][N:9]([C:4]4[CH:3]=[C:2]([F:1])[CH:7]=[C:6]([F:8])[CH:5]=4)[C:10]3=[O:15])[CH2:34]2)[CH:29]=[C:30]([Cl:32])[CH:31]=1, predict the reactants needed to synthesize it. (4) Given the product [F:13][C:14]1[C:15]([F:20])=[C:16]([Si:22]([CH3:25])([CH3:24])[CH3:23])[CH:17]=[CH:18][C:19]=1[Si:22]([CH3:25])([CH3:24])[CH3:23], predict the reactants needed to synthesize it. The reactants are: C(NC(C)C)(C)C.[Li]CCCC.[F:13][C:14]1[CH:19]=[CH:18][CH:17]=[CH:16][C:15]=1[F:20].Cl[Si:22]([CH3:25])([CH3:24])[CH3:23]. (5) Given the product [ClH:56].[C@H:1]12[CH2:7][C@H:4]([NH:5][CH2:6]1)[CH2:3][N:2]2[CH2:8][C:9]1[CH:10]=[C:11]([C:15]2[C:20]([CH3:21])=[CH:19][CH:18]=[C:17]([CH2:22][NH:23][C:24]([C:26]3[CH:31]=[CH:30][CH:29]=[C:28]([C:32]([NH:34][CH2:35][C:36]4[C:37]([NH:49][CH:50]5[CH2:55][CH2:54][O:53][CH2:52][CH2:51]5)=[C:38]5[CH:46]=[N:45][N:44]([CH2:47][CH3:48])[C:39]5=[N:40][C:41]=4[CH2:42][CH3:43])=[O:33])[N:27]=3)=[O:25])[CH:16]=2)[CH:12]=[CH:13][CH:14]=1, predict the reactants needed to synthesize it. The reactants are: [C@H:1]12[CH2:7][C@H:4]([NH:5][CH2:6]1)[CH2:3][N:2]2[CH2:8][C:9]1[CH:10]=[C:11]([C:15]2[C:20]([CH3:21])=[CH:19][CH:18]=[C:17]([CH2:22][NH:23][C:24]([C:26]3[CH:31]=[CH:30][CH:29]=[C:28]([C:32]([NH:34][CH2:35][C:36]4[C:37]([NH:49][CH:50]5[CH2:55][CH2:54][O:53][CH2:52][CH2:51]5)=[C:38]5[CH:46]=[N:45][N:44]([CH2:47][CH3:48])[C:39]5=[N:40][C:41]=4[CH2:42][CH3:43])=[O:33])[N:27]=3)=[O:25])[CH:16]=2)[CH:12]=[CH:13][CH:14]=1.[ClH:56]. (6) Given the product [Br:20][C:17]1[CH:18]=[CH:19][C:14]([C:11]2[C:10]3[CH:21]=[CH:22][C:7]([O:6][CH2:5][CH2:4][CH2:3][CH2:2][N:27]4[CH2:28][CH2:29][N:24]([CH3:23])[CH2:25][CH2:26]4)=[CH:8][C:9]=3[S:13][N:12]=2)=[CH:15][CH:16]=1, predict the reactants needed to synthesize it. The reactants are: Br[CH2:2][CH2:3][CH2:4][CH2:5][O:6][C:7]1[CH:22]=[CH:21][C:10]2[C:11]([C:14]3[CH:19]=[CH:18][C:17]([Br:20])=[CH:16][CH:15]=3)=[N:12][S:13][C:9]=2[CH:8]=1.[CH3:23][N:24]1[CH2:29][CH2:28][NH:27][CH2:26][CH2:25]1. (7) Given the product [C:37]1([O:33][C:21]([C:18]2[CH:19]=[CH:20][C:15]([C:24]3[CH:29]=[CH:28][C:27]([C:30]([O:14][C:8]4[CH:13]=[CH:12][CH:11]=[CH:10][CH:9]=4)=[O:31])=[CH:26][CH:25]=3)=[CH:16][CH:17]=2)=[O:22])[CH:2]=[CH:1][CH:34]=[CH:35][CH:36]=1, predict the reactants needed to synthesize it. The reactants are: [CH2:1](N(CC)CC)[CH3:2].[C:8]1([OH:14])[CH:13]=[CH:12][CH:11]=[CH:10][CH:9]=1.[C:15]1([C:24]2[CH:29]=[CH:28][C:27]([C:30](Cl)=[O:31])=[CH:26][CH:25]=2)[CH:20]=[CH:19][C:18]([C:21](Cl)=[O:22])=[CH:17][CH:16]=1.[O:33]1[CH2:37][CH2:36][CH2:35][CH2:34]1. (8) Given the product [C:28]([C:30]1[CH:35]=[CH:34][C:33]([C:2]2[N:3]=[C:4]([N:12]3[C:20]4[C:15](=[CH:16][CH:17]=[C:18]([O:21][CH2:22][C:23]([N:25]([CH3:27])[CH3:26])=[O:24])[CH:19]=4)[CH2:14][CH2:13]3)[C:5]3[CH2:10][S:9](=[O:11])[CH2:8][C:6]=3[N:7]=2)=[CH:32][C:31]=1[F:39])#[N:29], predict the reactants needed to synthesize it. The reactants are: Cl[C:2]1[N:3]=[C:4]([N:12]2[C:20]3[C:15](=[CH:16][CH:17]=[C:18]([O:21][CH2:22][C:23]([N:25]([CH3:27])[CH3:26])=[O:24])[CH:19]=3)[CH2:14][CH2:13]2)[C:5]2[CH2:10][S:9](=[O:11])[CH2:8][C:6]=2[N:7]=1.[C:28]([C:30]1[CH:35]=[CH:34][C:33](B(O)O)=[CH:32][C:31]=1[F:39])#[N:29]. (9) Given the product [C:3]1([N:13]2[C:17]([OH:21])=[N:16][N:15]=[N:14]2)[C:12]2[C:7](=[CH:8][CH:9]=[CH:10][CH:11]=2)[CH:6]=[CH:5][CH:4]=1, predict the reactants needed to synthesize it. The reactants are: [OH-].[Na+].[C:3]1([N:13]2[C:17](S)=[N:16][N:15]=[N:14]2)[C:12]2[C:7](=[CH:8][CH:9]=[CH:10][CH:11]=2)[CH:6]=[CH:5][CH:4]=1.C([OH:21])C.C1OC1C.